Dataset: Reaction yield outcomes from USPTO patents with 853,638 reactions. Task: Predict the reaction yield, written as a fraction of the theoretical maximum amount of product (1.0 means a 100% yield; for example, 0.34 means a 34% yield). (1) The reactants are [CH3:1][NH:2][C@H:3]1[CH2:7][CH2:6][N:5]([C:8]2[C:13]([C:14]([O:16][CH:17]([CH3:19])[CH3:18])=[O:15])=[CH:12][CH:11]=[CH:10][N:9]=2)[CH2:4]1.Br[CH2:21][C:22]1[CH:27]=[CH:26][CH:25]=[CH:24][C:23]=1[CH2:28][CH3:29].C([O-])([O-])=O.[K+].[K+]. The catalyst is CC(C)=O. The product is [CH2:28]([C:23]1[CH:24]=[CH:25][CH:26]=[CH:27][C:22]=1[CH2:21][N:2]([CH3:1])[C@H:3]1[CH2:7][CH2:6][N:5]([C:8]2[C:13]([C:14]([O:16][CH:17]([CH3:18])[CH3:19])=[O:15])=[CH:12][CH:11]=[CH:10][N:9]=2)[CH2:4]1)[CH3:29]. The yield is 0.630. (2) The reactants are C(NC(C1OC2(CCN([C:18](=[O:30])[C:19]3[CH:24]=[CH:23][C:22]([O:25][CH:26]([CH3:28])[CH3:27])=[C:21]([CH3:29])[CH:20]=3)CC2)CN(CC2C=CC=CC=2)C1)=O)C(C)=O. The catalyst is C1COCC1. The product is [CH:26]([O:25][C:22]1[CH:23]=[CH:24][C:19]([CH:18]=[O:30])=[CH:20][C:21]=1[CH3:29])([CH3:28])[CH3:27]. The yield is 0.580. (3) The reactants are Cl.[N:2]1[C:11]2[C:6](=[CH:7][C:8]([NH:12][NH2:13])=[CH:9][CH:10]=2)[CH:5]=[CH:4][CH:3]=1.[CH3:14][C:15]([CH3:22])([CH3:21])[C:16](=O)[CH2:17][C:18]#[N:19]. The catalyst is CCO.Cl. The product is [C:15]([C:16]1[CH:17]=[C:18]([NH2:19])[N:12]([C:8]2[CH:7]=[C:6]3[C:11](=[CH:10][CH:9]=2)[N:2]=[CH:3][CH:4]=[CH:5]3)[N:13]=1)([CH3:22])([CH3:21])[CH3:14]. The yield is 0.510. (4) The product is [C:11]([C:6]1[CH:5]=[C:4]2[C:9](=[CH:8][CH:7]=1)[NH:1][C:2](=[O:10])[CH2:3]2)(=[O:13])[CH3:12]. The yield is 0.730. The reactants are [NH:1]1[C:9]2[C:4](=[CH:5][CH:6]=[CH:7][CH:8]=2)[CH2:3][C:2]1=[O:10].[C:11](Cl)(=[O:13])[CH3:12].O. The catalyst is ClCCCl. (5) The reactants are [Cl:1][C:2]1[C:7]([CH3:8])=[C:6](Cl)[N:5]=[CH:4][N:3]=1.[CH3:10][C:11]1[CH:16]=[CH:15][CH:14]=[CH:13][C:12]=1B(O)O.C(=O)([O-])[O-].[Cs+].[Cs+].C1(P(C2CCCCC2)C2CCCCC2)CCCCC1. The catalyst is C1C=CC(/C=C/C(/C=C/C2C=CC=CC=2)=O)=CC=1.C1C=CC(/C=C/C(/C=C/C2C=CC=CC=2)=O)=CC=1.C1C=CC(/C=C/C(/C=C/C2C=CC=CC=2)=O)=CC=1.[Pd].[Pd].O.O1CCOCC1.C1(C)C=CC=CC=1. The product is [Cl:1][C:2]1[C:7]([CH3:8])=[C:6]([C:12]2[CH:13]=[CH:14][CH:15]=[CH:16][C:11]=2[CH3:10])[N:5]=[CH:4][N:3]=1. The yield is 0.580.